Dataset: Forward reaction prediction with 1.9M reactions from USPTO patents (1976-2016). Task: Predict the product of the given reaction. (1) Given the reactants [OH:1][C:2]1[CH:3]=[C:4]([CH:7]=[CH:8][CH:9]=1)[C:5]#[N:6].[N:10]1[C:19]2[C:14](=[CH:15][CH:16]=[CH:17][CH:18]=2)[CH:13]=[CH:12][C:11]=1[CH2:20][O:21][C:22]1[CH:23]=[C:24]([CH:27]=[CH:28][CH:29]=1)[CH2:25]Cl.C(=O)([O-])[O-].[K+].[K+].O, predict the reaction product. The product is: [N:10]1[C:19]2[C:14](=[CH:15][CH:16]=[CH:17][CH:18]=2)[CH:13]=[CH:12][C:11]=1[CH2:20][O:21][C:22]1[CH:23]=[C:24]([CH:27]=[CH:28][CH:29]=1)[CH2:25][O:1][C:2]1[CH:3]=[C:4]([CH:7]=[CH:8][CH:9]=1)[C:5]#[N:6]. (2) Given the reactants ClC1C=CC(OC)=[C:6](C=1)[CH2:7][CH:8]1C(=O)[N:13](C(NC(CC)C(NCC(OC(C)(C)C)=O)=O)=O)[CH2:12][C:11](=O)[NH:10][CH2:9]1.ClC1C=CC(OC)=C(C=1)CC1C(=O)N(C(N[C@H](CC)C(O)=O)=O)CC(=O)NC1.[Cl:65][C:66]1[CH:74]=[CH:73][C:72]([S:75]([N:78]2[C:84](=[O:85])[CH:83]([CH2:86][C:87]3[CH:92]=[C:91]([Cl:93])[CH:90]=[CH:89][C:88]=3[O:94][CH3:95])[CH2:82][NH:81][C:80](=[O:96])[CH2:79]2)(=[O:77])=[O:76])=[CH:71][C:67]=1[C:68](O)=[O:69].Cl.C(OC(=O)CN)(C)(C)C.N1C=CC=CC=1CN, predict the reaction product. The product is: [Cl:65][C:66]1[CH:74]=[CH:73][C:72]([S:75]([N:78]2[C:84](=[O:85])[CH:83]([CH2:86][C:87]3[CH:92]=[C:91]([Cl:93])[CH:90]=[CH:89][C:88]=3[O:94][CH3:95])[CH2:82][NH:81][C:80](=[O:96])[CH2:79]2)(=[O:77])=[O:76])=[CH:71][C:67]=1[C:68]([NH:13][CH2:12][C:11]1[CH:6]=[CH:7][CH:8]=[CH:9][N:10]=1)=[O:69]. (3) Given the reactants [C:1]1([C:7]2[CH:12]=[C:11]([C:13]3[CH:18]=[CH:17][CH:16]=[CH:15][CH:14]=3)[N:10]=[C:9]([O:19][CH2:20][CH2:21][CH2:22][CH2:23][C:24]([C:27]3[N:31]([CH2:32][C:33]([O:35]CC)=[O:34])[N:30]=[N:29][N:28]=3)([CH3:26])[CH3:25])[CH:8]=2)[CH:6]=[CH:5][CH:4]=[CH:3][CH:2]=1.[Li+].[OH-], predict the reaction product. The product is: [C:1]1([C:7]2[CH:12]=[C:11]([C:13]3[CH:14]=[CH:15][CH:16]=[CH:17][CH:18]=3)[N:10]=[C:9]([O:19][CH2:20][CH2:21][CH2:22][CH2:23][C:24]([C:27]3[N:31]([CH2:32][C:33]([OH:35])=[O:34])[N:30]=[N:29][N:28]=3)([CH3:26])[CH3:25])[CH:8]=2)[CH:2]=[CH:3][CH:4]=[CH:5][CH:6]=1. (4) Given the reactants [CH3:1][CH:2]([CH2:6][C:7]#[C:8][CH3:9])[C:3]([OH:5])=[O:4].CI.[C:12]([O-])([O-])=O.[K+].[K+], predict the reaction product. The product is: [CH3:1][CH:2]([CH2:6][C:7]#[C:8][CH3:9])[C:3]([O:5][CH3:12])=[O:4].